This data is from Reaction yield outcomes from USPTO patents with 853,638 reactions. The task is: Predict the reaction yield, written as a fraction of the theoretical maximum amount of product (1.0 means a 100% yield; for example, 0.34 means a 34% yield). (1) The reactants are [F:1][C:2]1[CH:7]=[C:6]([I:8])[CH:5]=[CH:4][C:3]=1[NH:9][C:10]1[C:18]([C:19]([OH:21])=O)=[CH:17][CH:16]=[C:15]2[C:11]=1[CH:12]=[N:13][NH:14]2.[CH3:22][O:23][NH2:24].CCN=C=NCCCN(C)C.C1C=CC2N(O)N=NC=2C=1.CCN(C(C)C)C(C)C. The catalyst is CN(C=O)C.C(OCC)(=O)C. The product is [CH3:22][O:23][NH:24][C:19]([C:18]1[C:10]([NH:9][C:3]2[CH:4]=[CH:5][C:6]([I:8])=[CH:7][C:2]=2[F:1])=[C:11]2[C:15](=[CH:16][CH:17]=1)[NH:14][N:13]=[CH:12]2)=[O:21]. The yield is 0.440. (2) The yield is 0.320. The reactants are [NH2:1][C:2]1[N:7]=[CH:6][N:5]=[C:4]([NH:8][C@H:9]([C:11]2[N:16]([C:17]3[CH:22]=[CH:21][CH:20]=[CH:19][CH:18]=3)[C:15](=[O:23])[C:14]3=[C:24]([CH3:27])[CH:25]=[CH:26][N:13]3[N:12]=2)[CH3:10])[C:3]=1Br.[Cl:29][C:30]1[CH:31]=[C:32](B(O)O)[CH:33]=[C:34]([OH:36])[CH:35]=1.C(=O)([O-])[O-].[Na+].[Na+]. No catalyst specified. The product is [NH2:1][C:2]1[N:7]=[CH:6][N:5]=[C:4]([NH:8][C@H:9]([C:11]2[N:16]([C:17]3[CH:22]=[CH:21][CH:20]=[CH:19][CH:18]=3)[C:15](=[O:23])[C:14]3=[C:24]([CH3:27])[CH:25]=[CH:26][N:13]3[N:12]=2)[CH3:10])[C:3]=1[C:32]1[CH:33]=[C:34]([OH:36])[CH:35]=[C:30]([Cl:29])[CH:31]=1. (3) The reactants are [NH:1]1[CH2:6][CH2:5][CH:4]([CH2:7][N:8]2[CH2:13][CH2:12][CH:11]([CH2:14][NH:15][C:16]([C:18]3[C:26]4[N:25]=[C:24]([CH:27]([CH3:29])[CH3:28])[NH:23][C:22]=4[CH:21]=[CH:20][CH:19]=3)=[O:17])[CH2:10][CH2:9]2)[CH2:3][CH2:2]1.C(N(CC)C(C)C)(C)C.[CH3:39][S:40](Cl)(=[O:42])=[O:41]. The catalyst is CN(C)C=O. The product is [CH3:39][S:40]([N:1]1[CH2:2][CH2:3][CH:4]([CH2:7][N:8]2[CH2:9][CH2:10][CH:11]([CH2:14][NH:15][C:16]([C:18]3[C:26]4[N:25]=[C:24]([CH:27]([CH3:29])[CH3:28])[NH:23][C:22]=4[CH:21]=[CH:20][CH:19]=3)=[O:17])[CH2:12][CH2:13]2)[CH2:5][CH2:6]1)(=[O:42])=[O:41]. The yield is 0.400. (4) The reactants are [C:1](Cl)(=[O:3])[CH3:2].C(N(CC)C(C)C)(C)C.[CH3:14][C:15]1[CH:32]=[C:31](/[CH:33]=[CH:34]/[C:35]([F:38])([F:37])[F:36])[CH:30]=[CH:29][C:16]=1[C:17]([NH:19][C:20]1[CH:21]=[C:22]2[CH:28]=[CH:27][NH:26][C:23]2=[N:24][CH:25]=1)=[O:18]. The catalyst is C(Cl)Cl. The product is [C:1]([N:26]1[C:23]2=[N:24][CH:25]=[C:20]([NH:19][C:17](=[O:18])[C:16]3[CH:29]=[CH:30][C:31](/[CH:33]=[CH:34]/[C:35]([F:36])([F:38])[F:37])=[CH:32][C:15]=3[CH3:14])[CH:21]=[C:22]2[CH:28]=[CH:27]1)(=[O:3])[CH3:2]. The yield is 0.0700. (5) The reactants are [CH2:1]([N:8]1[CH:16]=[C:15]2[C:10]([CH:11]=[C:12]([C:17]3[CH:18]=[C:19]([CH:27]4[CH2:31][CH2:30][NH:29][CH2:28]4)[N:20]4[C:25]=3[C:24]([NH2:26])=[N:23][CH:22]=[N:21]4)[CH:13]=[CH:14]2)=[N:9]1)[C:2]1[CH:7]=[CH:6][CH:5]=[CH:4][CH:3]=1.[CH3:32][N:33]([CH3:38])[S:34](Cl)(=[O:36])=[O:35].C(N(CC)CC)C. The yield is 0.350. The product is [NH2:26][C:24]1[C:25]2=[C:17]([C:12]3[CH:13]=[CH:14][C:15]4[C:10]([CH:11]=3)=[N:9][N:8]([CH2:1][C:2]3[CH:3]=[CH:4][CH:5]=[CH:6][CH:7]=3)[CH:16]=4)[CH:18]=[C:19]([CH:27]3[CH2:31][CH2:30][N:29]([S:34]([N:33]([CH3:38])[CH3:32])(=[O:36])=[O:35])[CH2:28]3)[N:20]2[N:21]=[CH:22][N:23]=1. The catalyst is O1CCCC1. (6) The reactants are Cl[C:2]1[CH:7]=[CH:6][N:5]=[C:4]2[CH:8]=[C:9]([C:11]3[CH:16]=[C:15]([O:17][CH3:18])[C:14]([O:19][CH3:20])=[C:13]([O:21][CH3:22])[CH:12]=3)[O:10][C:3]=12.[C:23]1(B(O)O)[CH:28]=[CH:27][CH:26]=[CH:25][CH:24]=1.C1(P(C2CCCCC2)C2C=CC=CC=2C2C(OC)=CC=CC=2OC)CCCCC1.C([O-])([O-])=O.[K+].[K+]. The catalyst is O1CCOCC1.O.C([O-])(=O)C.[Pd+2].C([O-])(=O)C. The product is [C:23]1([C:2]2[CH:7]=[CH:6][N:5]=[C:4]3[CH:8]=[C:9]([C:11]4[CH:16]=[C:15]([O:17][CH3:18])[C:14]([O:19][CH3:20])=[C:13]([O:21][CH3:22])[CH:12]=4)[O:10][C:3]=23)[CH:28]=[CH:27][CH:26]=[CH:25][CH:24]=1. The yield is 0.320.